From a dataset of Forward reaction prediction with 1.9M reactions from USPTO patents (1976-2016). Predict the product of the given reaction. (1) Given the reactants [CH:1](=O)[CH:2]([CH3:4])[CH3:3].[CH3:6][O:7][C:8]1[CH:13]=[CH:12][C:11](N)=[CH:10][CH:9]=1.[O-]S([O-])(=O)=O.[Na+].[Na+].[CH2:22]([N:24](CC)CC)C.[C:29]([O:32][CH2:33][C:34](Cl)=[O:35])(=[O:31])[CH3:30], predict the reaction product. The product is: [C:29]([O:32][C@H:33]1[C@@H:1]([CH:2]([CH3:4])[CH3:3])[N:24]([CH2:22][C:11]2[CH:12]=[CH:13][C:8]([O:7][CH3:6])=[CH:9][CH:10]=2)[C:34]1=[O:35])(=[O:31])[CH3:30]. (2) Given the reactants [CH:1]([NH:4][C:5]([C:7]1[C:16](=[O:17])[C:15]2[C:10](=[N:11][CH:12]=[CH:13][CH:14]=2)[N:9]([C:18]2[CH:23]=[CH:22][CH:21]=[C:20]([C:24]3[CH:29]=[CH:28][C:27](SC)=[CH:26][CH:25]=3)[CH:19]=2)[CH:8]=1)=[O:6])([CH3:3])[CH3:2].O.O[O:34][S:35]([O-:37])=O.[K+].O1CCC[CH2:40]1, predict the reaction product. The product is: [CH:1]([NH:4][C:5]([C:7]1[C:16](=[O:17])[C:15]2[C:10](=[N:11][CH:12]=[CH:13][CH:14]=2)[N:9]([C:18]2[CH:23]=[CH:22][CH:21]=[C:20]([C:24]3[CH:29]=[CH:28][C:27]([S:35]([CH3:40])(=[O:37])=[O:34])=[CH:26][CH:25]=3)[CH:19]=2)[CH:8]=1)=[O:6])([CH3:3])[CH3:2].